Dataset: Forward reaction prediction with 1.9M reactions from USPTO patents (1976-2016). Task: Predict the product of the given reaction. The product is: [CH:24]1([C:29]#[C:30][C:2]2[CH:23]=[CH:22][C:5]([C:6]([NH:8][S:9]([C:12]3[CH:17]=[CH:16][CH:15]=[CH:14][C:13]=3[S:18](=[O:21])(=[O:20])[NH2:19])(=[O:11])=[O:10])=[O:7])=[CH:4][N:3]=2)[CH2:28][CH2:27][CH2:26][CH2:25]1. Given the reactants Br[C:2]1[CH:23]=[CH:22][C:5]([C:6]([NH:8][S:9]([C:12]2[CH:17]=[CH:16][CH:15]=[CH:14][C:13]=2[S:18](=[O:21])(=[O:20])[NH2:19])(=[O:11])=[O:10])=[O:7])=[CH:4][N:3]=1.[CH:24]1([C:29]#[CH:30])[CH2:28][CH2:27][CH2:26][CH2:25]1.C(N(CC)CC)C.O, predict the reaction product.